This data is from Full USPTO retrosynthesis dataset with 1.9M reactions from patents (1976-2016). The task is: Predict the reactants needed to synthesize the given product. (1) Given the product [C:13]([O:12][C:10]([N:6]1[CH:7]=[CH:8][C:3](=[O:2])[CH2:4][CH:5]1[CH2:19][CH3:20])=[O:11])([CH3:14])([CH3:18])[CH3:23], predict the reactants needed to synthesize it. The reactants are: C[O:2][C:3]1[CH:8]=[CH:7][N:6]=[CH:5][CH:4]=1.Cl[C:10]([O:12][C:13]1[CH:18]=CC=C[CH:14]=1)=[O:11].[CH3:19][CH2:20][Mg+].[Br-].[CH3:23]C([O-])(C)C.[K+]. (2) The reactants are: [NH2:1][C:2]1[N:3]=[CH:4][C:5]([C:21]2[CH:31]=[CH:30][C:24]([C:25]([N:27]([CH3:29])[CH3:28])=[O:26])=[CH:23][CH:22]=2)=[N:6][C:7]=1[C:8]1[O:9][C:10]([C:13]2[CH:18]=[CH:17][C:16]([CH2:19]Br)=[CH:15][CH:14]=2)=[N:11][N:12]=1.[CH3:32][NH2:33]. Given the product [NH2:1][C:2]1[N:3]=[CH:4][C:5]([C:21]2[CH:31]=[CH:30][C:24]([C:25]([N:27]([CH3:29])[CH3:28])=[O:26])=[CH:23][CH:22]=2)=[N:6][C:7]=1[C:8]1[O:9][C:10]([C:13]2[CH:18]=[CH:17][C:16]([CH2:19][NH:33][CH3:32])=[CH:15][CH:14]=2)=[N:11][N:12]=1, predict the reactants needed to synthesize it.